Dataset: Forward reaction prediction with 1.9M reactions from USPTO patents (1976-2016). Task: Predict the product of the given reaction. The product is: [Cl:14][C:15]1[CH:20]=[C:19]([N:4]2[C:5]3=[N:6][CH:7]=[N:8][C:9]([NH2:11])=[C:10]3[C:2]([I:1])=[N:3]2)[CH:18]=[CH:17][N:16]=1. Given the reactants [I:1][C:2]1[C:10]2[C:5](=[N:6][CH:7]=[N:8][C:9]=2[NH2:11])[NH:4][N:3]=1.[H-].[Na+].[Cl:14][C:15]1[CH:20]=[C:19]([N+]([O-])=O)[CH:18]=[CH:17][N:16]=1, predict the reaction product.